The task is: Predict the reactants needed to synthesize the given product.. This data is from Full USPTO retrosynthesis dataset with 1.9M reactions from patents (1976-2016). (1) Given the product [CH2:32]([O:31]/[C:5](=[CH:6]\[C:7]1[CH:15]=[CH:14][C:13]([O:16][CH2:17][CH2:18][C:19]2[N:20]=[C:21]([C:25]3[CH:26]=[CH:27][CH:28]=[CH:29][CH:30]=3)[O:22][C:23]=2[CH3:24])=[C:12]2[C:8]=1[CH2:9][CH2:10][CH2:11]2)/[C:4]([OH:34])=[O:3])[CH3:33], predict the reactants needed to synthesize it. The reactants are: C([O:3][C:4](=[O:34])/[C:5](/[O:31][CH2:32][CH3:33])=[CH:6]/[C:7]1[CH:15]=[CH:14][C:13]([O:16][CH2:17][CH2:18][C:19]2[N:20]=[C:21]([C:25]3[CH:30]=[CH:29][CH:28]=[CH:27][CH:26]=3)[O:22][C:23]=2[CH3:24])=[C:12]2[C:8]=1[CH2:9][CH2:10][CH2:11]2)C.[Li+].[OH-].Cl. (2) Given the product [CH3:18][O:5][C:4](=[O:6])[C:3]1[CH:7]=[C:8]([F:12])[C:9]([F:11])=[CH:10][C:2]=1[Br:1], predict the reactants needed to synthesize it. The reactants are: [Br:1][C:2]1[CH:10]=[C:9]([F:11])[C:8]([F:12])=[CH:7][C:3]=1[C:4]([OH:6])=[O:5].S(=O)(=O)(O)O.[CH3:18]O. (3) Given the product [CH3:1][O:2][C:3]1[CH:8]=[CH:7][CH:6]=[CH:5][C:4]=1[N:9]1[CH2:14][CH2:13][N:12]([CH2:16][CH2:17][CH2:18][C:19]([O:21][CH2:22][CH3:23])=[O:20])[CH2:11][CH2:10]1, predict the reactants needed to synthesize it. The reactants are: [CH3:1][O:2][C:3]1[CH:8]=[CH:7][CH:6]=[CH:5][C:4]=1[N:9]1[CH2:14][CH2:13][NH:12][CH2:11][CH2:10]1.Br[CH2:16][CH2:17][CH2:18][C:19]([O:21][CH2:22][CH3:23])=[O:20].C([O-])([O-])=O.[K+].[K+]. (4) Given the product [O:29]1[CH:33]=[CH:32][C:31]([C:2]2[S:3][C:4]3[CH2:5][C:6]4[C:12]([C:13]5[CH:14]=[CH:15][C:16]([O:19][CH3:20])=[CH:17][CH:18]=5)=[N:11][N:10]([CH2:21][O:22][CH2:23][CH2:24][Si:25]([CH3:28])([CH3:26])[CH3:27])[C:7]=4[C:8]=3[CH:9]=2)=[CH:30]1, predict the reactants needed to synthesize it. The reactants are: Br[C:2]1[S:3][C:4]2[CH2:5][C:6]3[C:12]([C:13]4[CH:18]=[CH:17][C:16]([O:19][CH3:20])=[CH:15][CH:14]=4)=[N:11][N:10]([CH2:21][O:22][CH2:23][CH2:24][Si:25]([CH3:28])([CH3:27])[CH3:26])[C:7]=3[C:8]=2[CH:9]=1.[O:29]1[CH:33]=[CH:32][C:31](B(O)O)=[CH:30]1.C([O-])([O-])=O.[Na+].[Na+]. (5) Given the product [Cl:1][C:2]1[CH:3]=[C:4]2[C:8](=[CH:9][CH:10]=1)[NH:7][CH:6]=[C:5]2[CH2:11][CH2:12][NH:13][C:14](=[O:23])[C:15]1[CH:20]=[CH:19][C:18]([CH2:21][N:24]2[CH2:29][CH2:28][CH2:27][CH2:26][CH2:25]2)=[CH:17][CH:16]=1, predict the reactants needed to synthesize it. The reactants are: [Cl:1][C:2]1[CH:3]=[C:4]2[C:8](=[CH:9][CH:10]=1)[NH:7][CH:6]=[C:5]2[CH2:11][CH2:12][NH:13][C:14](=[O:23])[C:15]1[CH:20]=[CH:19][C:18]([CH2:21]Cl)=[CH:17][CH:16]=1.[NH:24]1[CH2:29][CH2:28][CH2:27][CH2:26][CH2:25]1.[I-].[Na+]. (6) Given the product [CH3:1][O:2][C:3](=[O:13])[C:4]1[CH:9]=[CH:8][C:7]([O:10][CH2:23][CH:24]2[CH2:26][CH2:25]2)=[C:6]([F:11])[C:5]=1[F:12], predict the reactants needed to synthesize it. The reactants are: [CH3:1][O:2][C:3](=[O:13])[C:4]1[CH:9]=[CH:8][C:7]([OH:10])=[C:6]([F:11])[C:5]=1[F:12].[Na+].[I-].C([O-])([O-])=O.[K+].[K+].Br[CH2:23][CH:24]1[CH2:26][CH2:25]1. (7) Given the product [Br:12][C:13]1[CH:14]=[C:15]([O:9][C:3]2[CH:4]=[CH:5][C:6]([F:8])=[CH:7][C:2]=2[Br:1])[C:16]([C:19]#[N:20])=[N:17][CH:18]=1, predict the reactants needed to synthesize it. The reactants are: [Br:1][C:2]1[CH:7]=[C:6]([F:8])[CH:5]=[CH:4][C:3]=1[OH:9].[H-].[Na+].[Br:12][C:13]1[CH:14]=[C:15]([N+]([O-])=O)[C:16]([C:19]#[N:20])=[N:17][CH:18]=1.[NH4+].[Cl-]. (8) The reactants are: [C:1]([CH:3]([C:11]1[CH:16]=[CH:15][CH:14]=[CH:13][CH:12]=1)[C:4](=[O:10])[C:5](OCC)=[O:6])#[N:2].N.O. Given the product [OH:10][CH:4]1[CH:3]([C:11]2[CH:16]=[CH:15][CH:14]=[CH:13][CH:12]=2)[CH2:1][NH:2][C:5]1=[O:6], predict the reactants needed to synthesize it. (9) Given the product [NH2:1][C:2]1[C:10]2[C:9]([CH3:11])=[C:8]([CH3:12])[N:7]=[N:6][C:5]=2[S:4][C:3]=1[C:13]([NH:16][CH:17]1[CH2:18][N:19]([C:21]([O:23][C:24]([CH3:27])([CH3:26])[CH3:25])=[O:22])[CH2:20]1)=[O:15], predict the reactants needed to synthesize it. The reactants are: [NH2:1][C:2]1[C:10]2[C:9]([CH3:11])=[C:8]([CH3:12])[N:7]=[N:6][C:5]=2[S:4][C:3]=1[C:13]([OH:15])=O.[NH2:16][CH:17]1[CH2:20][N:19]([C:21]([O:23][C:24]([CH3:27])([CH3:26])[CH3:25])=[O:22])[CH2:18]1.CCN(C(C)C)C(C)C.F[P-](F)(F)(F)(F)F.N1(OC(N(C)C)=[N+](C)C)C2N=CC=CC=2N=N1.[OH-].[Na+]. (10) Given the product [ClH:34].[ClH:62].[C:1]([NH:5][C:6](=[O:35])[C:7]1[CH:12]=[CH:11][CH:10]=[C:9]([O:13][C:14]2[CH:19]=[CH:18][C:17]([NH:20][C:21]3[C:31]4[CH:30]=[C:29]([CH2:32][NH:42][CH2:41][CH2:40][S:37]([CH3:36])(=[O:39])=[O:38])[CH2:28][CH2:27][NH:26][C:25]=4[N:24]=[CH:23][N:22]=3)=[CH:16][C:15]=2[Cl:34])[CH:8]=1)([CH3:2])([CH3:4])[CH3:3], predict the reactants needed to synthesize it. The reactants are: [C:1]([NH:5][C:6](=[O:35])[C:7]1[CH:12]=[CH:11][CH:10]=[C:9]([O:13][C:14]2[CH:19]=[CH:18][C:17]([NH:20][C:21]3[C:31]4[CH:30]=[C:29]([CH:32]=O)[CH2:28][CH2:27][NH:26][C:25]=4[N:24]=[CH:23][N:22]=3)=[CH:16][C:15]=2[Cl:34])[CH:8]=1)([CH3:4])([CH3:3])[CH3:2].[CH3:36][S:37]([CH2:40][CH2:41][NH2:42])(=[O:39])=[O:38].C(O[BH-](OC(=O)C)OC(=O)C)(=O)C.[Na+].C(=O)(O)[O-].[Na+].[ClH:62].C(OCC)(=O)C.